Task: Predict the reaction yield, written as a fraction of the theoretical maximum amount of product (1.0 means a 100% yield; for example, 0.34 means a 34% yield).. Dataset: Reaction yield outcomes from USPTO patents with 853,638 reactions (1) The reactants are [CH3:1][N:2]1[CH:6](NC)[CH:5]([C:9]2[CH:10]=[C:11]3[C:17]([C:18]4[CH:23]=[CH:22][CH:21]=[CH:20][CH:19]=4)=[N:16][N:15](C4CCCCO4)[C:12]3=[CH:13][N:14]=2)[CH2:4][C:3]1=[O:30].FC(F)(F)C(O)=O. No catalyst specified. The product is [CH3:1][N:2]1[CH2:6][C:5]([C:9]2[CH:10]=[C:11]3[C:17]([C:18]4[CH:23]=[CH:22][CH:21]=[CH:20][CH:19]=4)=[N:16][NH:15][C:12]3=[CH:13][N:14]=2)=[CH:4][C:3]1=[O:30]. The yield is 0.163. (2) The reactants are O[CH2:2][C:3]1[CH:12]=[N:11][C:10]2[N:9]3[CH2:13][CH2:14][S:15][CH2:16][C@H:8]3[C:7](=[O:17])[NH:6][C:5]=2[CH:4]=1.[I-].C(C[P+](C)(C)C)#N.Cl.[Cl:27][C:28]1[CH:29]=[C:30]([CH:36]=[CH:37][C:38]=1[N:39]1[CH2:44][CH2:43][NH:42][CH2:41][CH2:40]1)[C:31]([NH:33][CH2:34][CH3:35])=[O:32].CCN(C(C)C)C(C)C. The catalyst is C(#N)CC.CS(C)=O. The product is [Cl:27][C:28]1[CH:29]=[C:30]([CH:36]=[CH:37][C:38]=1[N:39]1[CH2:40][CH2:41][N:42]([CH2:2][C:3]2[CH:12]=[N:11][C:10]3[N:9]4[CH2:13][CH2:14][S:15][CH2:16][C@H:8]4[C:7](=[O:17])[NH:6][C:5]=3[CH:4]=2)[CH2:43][CH2:44]1)[C:31]([NH:33][CH2:34][CH3:35])=[O:32]. The yield is 0.260.